Dataset: Catalyst prediction with 721,799 reactions and 888 catalyst types from USPTO. Task: Predict which catalyst facilitates the given reaction. (1) Reactant: C1(P(C2C=CC=CC=2)C2C=CC3C(=CC=CC=3)C=2C2C3C(=CC=CC=3)C=CC=2P(C2C=CC=CC=2)C2C=CC=CC=2)C=CC=CC=1.[NH2:47][C:48]1[CH:53]=[C:52]([CH3:54])[CH:51]=[CH:50][N:49]=1.[CH3:55][O:56][C:57](=[O:78])[CH2:58][CH2:59][CH:60]1[CH2:65][CH2:64][N:63]([C:66]2[S:67][C:68]([C:71]3[CH:76]=[CH:75][CH:74]=[C:73](Br)[N:72]=3)=[CH:69][N:70]=2)[CH2:62][CH2:61]1.C(=O)([O-])[O-].[Cs+].[Cs+]. Product: [CH3:55][O:56][C:57](=[O:78])[CH2:58][CH2:59][CH:60]1[CH2:61][CH2:62][N:63]([C:66]2[S:67][C:68]([C:71]3[CH:76]=[CH:75][CH:74]=[C:73]([NH:47][C:48]4[CH:53]=[C:52]([CH3:54])[CH:51]=[CH:50][N:49]=4)[N:72]=3)=[CH:69][N:70]=2)[CH2:64][CH2:65]1. The catalyst class is: 493. (2) Reactant: [C:1]1([CH2:7][CH2:8][OH:9])[CH:6]=[CH:5][CH:4]=[CH:3][CH:2]=1.[O:10]([CH2:17][CH2:18][OH:19])[C:11]1[CH:16]=[CH:15][CH:14]=[CH:13][CH:12]=1.[C:20](O)(=[O:27])[C:21]([CH2:23][C:24](O)=[O:25])=[CH2:22].CS(O)(=O)=O. Product: [O:10]([CH2:17][CH2:18][O:19][C:20](=[O:27])[C:21](=[CH2:22])[CH2:23][C:24]([O:9][CH2:8][CH2:7][C:1]1[CH:6]=[CH:5][CH:4]=[CH:3][CH:2]=1)=[O:25])[C:11]1[CH:16]=[CH:15][CH:14]=[CH:13][CH:12]=1. The catalyst class is: 11. (3) Reactant: [NH2:1][C:2]1[CH:7]=[CH:6][CH:5]=[CH:4][CH:3]=1.[CH3:8][O:9][C:10]([C:12]1[S:13][C:14]([S:31][CH3:32])=[C:15]([S:17]([C:20]2[CH:25]=[C:24]([N+:26]([O-:28])=[O:27])[C:23](Cl)=[C:22]([Br:30])[CH:21]=2)(=[O:19])=[O:18])[CH:16]=1)=[O:11].C([O-])(=O)C.[Na+]. Product: [CH3:8][O:9][C:10]([C:12]1[S:13][C:14]([S:31][CH3:32])=[C:15]([S:17]([C:20]2[CH:25]=[C:24]([N+:26]([O-:28])=[O:27])[C:23]([NH:1][C:2]3[CH:7]=[CH:6][CH:5]=[CH:4][CH:3]=3)=[C:22]([Br:30])[CH:21]=2)(=[O:19])=[O:18])[CH:16]=1)=[O:11]. The catalyst class is: 12. (4) Reactant: [Br:1][C:2]1[CH:3]=[C:4]([CH:8]=[C:9]([F:13])[C:10]=1[O:11][CH3:12])[C:5]([OH:7])=O.CN(C(ON1N=NC2C=CC=NC1=2)=[N+](C)C)C.F[P-](F)(F)(F)(F)F.Cl.[CH3:39][O:40][C:41]([C:43]1([NH2:52])[CH2:51][C:50]2[C:45](=[CH:46][CH:47]=[CH:48][CH:49]=2)[CH2:44]1)=[O:42]. Product: [CH3:39][O:40][C:41]([C:43]1([NH:52][C:5](=[O:7])[C:4]2[CH:8]=[C:9]([F:13])[C:10]([O:11][CH3:12])=[C:2]([Br:1])[CH:3]=2)[CH2:51][C:50]2[C:45](=[CH:46][CH:47]=[CH:48][CH:49]=2)[CH2:44]1)=[O:42]. The catalyst class is: 3.